This data is from Forward reaction prediction with 1.9M reactions from USPTO patents (1976-2016). The task is: Predict the product of the given reaction. (1) Given the reactants [CH3:1][C:2]1[C:7]([N+:8]([O-])=O)=[CH:6][CH:5]=[CH:4][C:3]=1[C:11](=[O:13])[CH3:12].[H][H], predict the reaction product. The product is: [CH3:1][C:2]1[C:7]([NH2:8])=[CH:6][CH:5]=[CH:4][C:3]=1[C:11](=[O:13])[CH3:12]. (2) Given the reactants [F:1][C:2]1[CH:7]=[CH:6][C:5]([CH:8]([NH:21]C(=O)OC(C)(C)C)[CH:9]([OH:20])[C:10]2[CH:15]=[CH:14][CH:13]=[C:12]([C:16]([F:19])([F:18])[F:17])[CH:11]=2)=[CH:4][CH:3]=1.FC(F)(F)C(O)=O.C(=O)([O-])O.[Na+], predict the reaction product. The product is: [NH2:21][CH:8]([C:5]1[CH:4]=[CH:3][C:2]([F:1])=[CH:7][CH:6]=1)[CH:9]([C:10]1[CH:15]=[CH:14][CH:13]=[C:12]([C:16]([F:17])([F:18])[F:19])[CH:11]=1)[OH:20]. (3) Given the reactants C[O:2][C:3]1[CH:38]=[CH:37][C:6]2[C:7]3[C:8]([CH:19]([C:22]4[CH:36]=[CH:35][C:25]([O:26][CH2:27][CH2:28][N:29]5[CH2:34][CH2:33][CH2:32][CH2:31][CH2:30]5)=[CH:24][CH:23]=4)[O:20][CH2:21][C:5]=2[CH:4]=1)=[C:9]1[C:14](=[CH:15][CH:16]=3)[CH:13]=[C:12]([O:17]C)[CH:11]=[CH:10]1.C(S)C.[Na].O.[ClH:44], predict the reaction product. The product is: [ClH:44].[N:29]1([CH2:28][CH2:27][O:26][C:25]2[CH:24]=[CH:23][C:22]([CH:19]3[C:8]4=[C:9]5[C:14](=[CH:15][CH:16]=[C:7]4[C:6]4[CH:37]=[CH:38][C:3]([OH:2])=[CH:4][C:5]=4[CH2:21][O:20]3)[CH:13]=[C:12]([OH:17])[CH:11]=[CH:10]5)=[CH:36][CH:35]=2)[CH2:34][CH2:33][CH2:32][CH2:31][CH2:30]1. (4) Given the reactants [NH2:1][C:2]1[O:3][C:4]2[C:9]([C:10](O)([C:19]3[CH:24]=[C:23]([O:25][CH3:26])[C:22]([O:27][CH3:28])=[C:21]([Br:29])[CH:20]=3)[C:11]=1[C:12]([NH:14][C:15](=[O:18])[CH2:16][Cl:17])=[NH:13])=[CH:8][CH:7]=[C:6]1[CH:31]=[CH:32][CH:33]=[CH:34][C:5]=21, predict the reaction product. The product is: [Br:29][C:21]1[CH:20]=[C:19]([CH:10]2[C:9]3[C:4](=[C:5]4[CH:34]=[CH:33][CH:32]=[CH:31][C:6]4=[CH:7][CH:8]=3)[O:3][C:2]([NH2:1])=[C:11]2[C:12]2[N:14]=[C:15]([CH2:16][Cl:17])[O:18][N:13]=2)[CH:24]=[C:23]([O:25][CH3:26])[C:22]=1[O:27][CH3:28]. (5) Given the reactants Cl.[C:2]1([NH:12][NH2:13])[C:11]2[C:6](=[CH:7][CH:8]=[CH:9][CH:10]=2)[CH:5]=[CH:4][CH:3]=1.C(=O)([O-])[O-].[Na+].[Na+].[C:20]1([NH:30][NH2:31])[C:29]2[C:24](=[CH:25][CH:26]=[CH:27][CH:28]=2)[CH:23]=[CH:22][CH:21]=1.C(=O)C.[CH3:35][C@:36]12[C:42]([CH3:44])([CH3:43])[C@H:39]([CH2:40][CH2:41]1)[CH:38]([C:45](Cl)=[O:46])[C:37]2=O.N1C=CC=CC=1.Cl.O1CCOCC1, predict the reaction product. The product is: [C:2]1([NH:12][NH2:13])[C:11]2[C:6](=[CH:7][CH:8]=[CH:9][CH:10]=2)[CH:5]=[CH:4][CH:3]=1.[CH3:35][C@@:36]12[C:42]([CH3:44])([CH3:43])[C@@H:39]([C:38]3[C:45](=[O:46])[N:30]([C:20]4[C:29]5[C:24](=[CH:25][CH:26]=[CH:27][CH:28]=5)[CH:23]=[CH:22][CH:21]=4)[NH:31][C:37]=31)[CH2:40][CH2:41]2. (6) Given the reactants [Cl:1][C:2]1[CH:23]=[CH:22][C:5]([O:6][C:7]2[CH:12]=[CH:11][C:10]([C:13]3([CH:16]=[O:17])C[CH2:14]3)=[C:9]([C:18]([F:21])([F:20])[F:19])[CH:8]=2)=[CH:4][CH:3]=1.C[S+](C)C.COS([O-])(=O)=O.[OH-].[K+].[Na+].[Cl-], predict the reaction product. The product is: [Cl:1][C:2]1[CH:23]=[CH:22][C:5]([O:6][C:7]2[CH:12]=[CH:11][C:10]([C:13]3([CH3:14])[CH2:16][O:17]3)=[C:9]([C:18]([F:21])([F:20])[F:19])[CH:8]=2)=[CH:4][CH:3]=1. (7) Given the reactants [Br:1][C:2]1[CH:3]=[N:4][C:5]2[N:6]([N:8]=[C:9]([C:11]([OH:13])=O)[CH:10]=2)[CH:7]=1.[Br:14][C:15]1[CH:16]=[N:17][C:18]2[CH2:19][CH2:20][NH:21][CH2:22][C:23]=2[CH:24]=1, predict the reaction product. The product is: [Br:14][C:15]1[CH:16]=[N:17][C:18]2[CH2:19][CH2:20][N:21]([C:11]([C:9]3[CH:10]=[C:5]4[N:4]=[CH:3][C:2]([Br:1])=[CH:7][N:6]4[N:8]=3)=[O:13])[CH2:22][C:23]=2[CH:24]=1. (8) Given the reactants C([Mg]Cl)(C)C.Br[C:7]1[CH:12]=[C:11]([O:13][C:14]2[CH:19]=[CH:18][CH:17]=[CH:16][C:15]=2[O:20][CH3:21])[C:10]([Cl:22])=[CH:9][C:8]=1[F:23].[C:24](OCC)(=[O:30])[C:25]([O:27][CH2:28][CH3:29])=[O:26].[Cl-].[NH4+], predict the reaction product. The product is: [Cl:22][C:10]1[C:11]([O:13][C:14]2[CH:19]=[CH:18][CH:17]=[CH:16][C:15]=2[O:20][CH3:21])=[CH:12][C:7]([C:24](=[O:30])[C:25]([O:27][CH2:28][CH3:29])=[O:26])=[C:8]([F:23])[CH:9]=1. (9) Given the reactants [I:1][C:2]1[CH:3]=[C:4]2[C:8](=[CH:9][CH:10]=1)[NH:7][C:6](=[O:11])[C:5]2=O.Cl.[NH:14]([C:16]1[CH:21]=[CH:20][C:19]([S:22]([NH2:25])(=[O:24])=[O:23])=[CH:18][CH:17]=1)[NH2:15].C([O-])(=O)C.[Na+].O, predict the reaction product. The product is: [I:1][C:2]1[CH:3]=[C:4]2[C:8](=[CH:9][CH:10]=1)[NH:7][C:6](=[O:11])[C:5]2=[N:15][NH:14][C:16]1[CH:21]=[CH:20][C:19]([S:22]([NH2:25])(=[O:23])=[O:24])=[CH:18][CH:17]=1.